Predict the reactants needed to synthesize the given product. From a dataset of Full USPTO retrosynthesis dataset with 1.9M reactions from patents (1976-2016). (1) Given the product [F:1][C:2]1[CH:3]=[C:4]([NH:10][C:12]2[C:17]([C:18]3[N:23]=[C:22]([CH3:24])[N:21]=[C:20]([N:25]([CH2:26][C:27]4[CH:28]=[CH:29][C:30]([O:33][CH3:34])=[CH:31][CH:32]=4)[CH2:35][C:36]4[CH:41]=[CH:40][C:39]([O:42][CH3:43])=[CH:38][CH:37]=4)[N:19]=3)=[CH:16][C:15]([CH2:44][N:45]3[CH2:50][CH2:49][N:48]([S:51]([CH3:54])(=[O:52])=[O:53])[CH2:47][C@@H:46]3[CH3:55])=[CH:14][N:13]=2)[CH:5]=[N:6][C:7]=1[O:8][CH3:9], predict the reactants needed to synthesize it. The reactants are: [F:1][C:2]1[CH:3]=[C:4]([NH2:10])[CH:5]=[N:6][C:7]=1[O:8][CH3:9].F[C:12]1[C:17]([C:18]2[N:23]=[C:22]([CH3:24])[N:21]=[C:20]([N:25]([CH2:35][C:36]3[CH:41]=[CH:40][C:39]([O:42][CH3:43])=[CH:38][CH:37]=3)[CH2:26][C:27]3[CH:32]=[CH:31][C:30]([O:33][CH3:34])=[CH:29][CH:28]=3)[N:19]=2)=[CH:16][C:15]([CH2:44][N:45]2[CH2:50][CH2:49][N:48]([S:51]([CH3:54])(=[O:53])=[O:52])[CH2:47][C@@H:46]2[CH3:55])=[CH:14][N:13]=1.[Li+].C[Si]([N-][Si](C)(C)C)(C)C. (2) Given the product [CH3:1][C:2]1[CH:3]=[C:4]([O:11][C:12]2([CH3:15])[CH2:14][CH2:13]2)[N:5]=[CH:6][C:7]=1[NH2:8], predict the reactants needed to synthesize it. The reactants are: [CH3:1][C:2]1[C:7]([N+:8]([O-])=O)=[CH:6][N:5]=[C:4]([O:11][C:12]2([CH3:15])[CH2:14][CH2:13]2)[CH:3]=1.C([O-])=O.[NH4+]. (3) Given the product [CH:12]1([NH:15][C:2]2[C:7]3[C:8]([I:11])=[N:9][NH:10][C:6]=3[CH:5]=[CH:4][N:3]=2)[CH2:14][CH2:13]1, predict the reactants needed to synthesize it. The reactants are: Cl[C:2]1[C:7]2[C:8]([I:11])=[N:9][NH:10][C:6]=2[CH:5]=[CH:4][N:3]=1.[CH:12]1([NH2:15])[CH2:14][CH2:13]1. (4) Given the product [F:1][C:2]1[CH:3]=[C:4]([OH:25])[C:5]2[CH:6]=[CH:7][N:8]([C:11]3[CH:12]=[CH:13][C:14]([OH:17])=[CH:15][CH:16]=3)[C:9]=2[CH:10]=1, predict the reactants needed to synthesize it. The reactants are: [F:1][C:2]1[CH:3]=[C:4]([OH:25])[C:5]2[CH:6]=[CH:7][N:8]([C:11]3[CH:16]=[CH:15][C:14]([O:17]CC4C=CC=CC=4)=[CH:13][CH:12]=3)[C:9]=2[CH:10]=1. (5) Given the product [CH3:29][O:28][C:24]1[CH:23]=[C:22]2[C:27]([C:18]([O:17][CH2:16][CH2:15][N:13]3[C:12](=[O:30])[CH:11]=[CH:10][C:9]([C:4]4[CH:5]=[CH:6][C:7]([CH3:8])=[C:2]([NH:1][C:38](=[O:44])[O:39][CH2:40][CH:41]([CH3:43])[CH3:42])[CH:3]=4)=[CH:14]3)=[CH:19][CH:20]=[N:21]2)=[CH:26][CH:25]=1, predict the reactants needed to synthesize it. The reactants are: [NH2:1][C:2]1[CH:3]=[C:4]([C:9]2[CH:10]=[CH:11][C:12](=[O:30])[N:13]([CH2:15][CH2:16][O:17][C:18]3[C:27]4[C:22](=[CH:23][C:24]([O:28][CH3:29])=[CH:25][CH:26]=4)[N:21]=[CH:20][CH:19]=3)[CH:14]=2)[CH:5]=[CH:6][C:7]=1[CH3:8].C(N(CC)CC)C.[C:38](Cl)(=[O:44])[O:39][CH2:40][CH:41]([CH3:43])[CH3:42].